Task: Predict the reaction yield, written as a fraction of the theoretical maximum amount of product (1.0 means a 100% yield; for example, 0.34 means a 34% yield).. Dataset: Reaction yield outcomes from USPTO patents with 853,638 reactions (1) The reactants are P(Cl)(Cl)(Cl)=O.[NH:6]1[CH:10]=[N:9][CH:8]=[N:7]1.C(N(CC)CC)C.[F:18][C:19]1[C:20](=O)[NH:21][C:22](=[O:29])[N:23]([CH2:25][CH:26]([CH3:28])[CH3:27])[CH:24]=1.O. The catalyst is CC#N. The product is [F:18][C:19]1[C:20]([N:6]2[CH:10]=[N:9][CH:8]=[N:7]2)=[N:21][C:22](=[O:29])[N:23]([CH2:25][CH:26]([CH3:27])[CH3:28])[CH:24]=1. The yield is 0.740. (2) The reactants are [CH2:1]([OH:5])[CH2:2][CH2:3][OH:4].[CH2:6]([S:8]([C:11]1[CH:12]=[C:13]([C:17]2[C:22]3[C:23]4[CH:29]=[C:28]([CH3:30])[CH:27]=[N:26][C:24]=4[NH:25][C:21]=3[C:20](OCCCN(C)C)=[N:19][CH:18]=2)[CH:14]=[CH:15][CH:16]=1)(=[O:10])=[O:9])[CH3:7]. No catalyst specified. The product is [CH2:6]([S:8]([C:11]1[CH:12]=[C:13]([C:17]2[C:22]3[C:23]4[CH:29]=[C:28]([CH3:30])[CH:27]=[N:26][C:24]=4[NH:25][C:21]=3[C:20]([O:4][CH2:3][CH2:2][CH2:1][OH:5])=[N:19][CH:18]=2)[CH:14]=[CH:15][CH:16]=1)(=[O:9])=[O:10])[CH3:7]. The yield is 0.300.